From a dataset of Full USPTO retrosynthesis dataset with 1.9M reactions from patents (1976-2016). Predict the reactants needed to synthesize the given product. (1) Given the product [CH3:1][O:2][C:3](=[O:22])[C:4]1[CH:9]=[CH:8][C:7]([CH:23]=[CH2:24])=[C:6]([C:18]([F:21])([F:20])[F:19])[CH:5]=1, predict the reactants needed to synthesize it. The reactants are: [CH3:1][O:2][C:3](=[O:22])[C:4]1[CH:9]=[CH:8][C:7](OS(C(F)(F)F)(=O)=O)=[C:6]([C:18]([F:21])([F:20])[F:19])[CH:5]=1.[CH3:23][C:24]1(C)C(C)(C)OB(C=C)O1.C(=O)([O-])[O-].[Cs+].[Cs+].C(=O)(O)[O-].[Na+]. (2) Given the product [CH3:35][CH:23]([CH2:24][CH2:25][CH2:26][CH:27]([CH3:34])[CH2:28][CH2:29][CH2:30][CH:31]([CH3:33])[CH3:32])[CH:22]=[CH2:21], predict the reactants needed to synthesize it. The reactants are: C(O[CH2:21][CH2:22][CH:23]([CH3:35])[CH2:24][CH2:25][CH2:26][CH:27]([CH3:34])[CH2:28][CH2:29][CH2:30][CH:31]([CH3:33])[CH3:32])(=O)CCCCCCCCCCCCCCCCC.C(O)(=O)CCCCCCCCCCCCCCCCC. (3) The reactants are: [Cl:1][C:2]1[CH:7]=[CH:6][C:5]([NH2:8])=[C:4]([NH2:9])[CH:3]=1.[C:10](N1C=CN=C1)(N1C=CN=C1)=[O:11]. Given the product [Cl:1][C:2]1[CH:7]=[CH:6][C:5]2[NH:8][C:10](=[O:11])[NH:9][C:4]=2[CH:3]=1, predict the reactants needed to synthesize it. (4) Given the product [CH3:2][C:1]1[O:3][C:12]([C:13]([O:15][CH2:16][CH3:17])=[O:14])=[CH:11][N:4]=1, predict the reactants needed to synthesize it. The reactants are: [C:1]([NH2:4])(=[O:3])[CH3:2].C(=O)([O-])O.[Na+].Br[CH2:11][C:12](=O)[C:13]([O:15][CH2:16][CH3:17])=[O:14].FC(F)(F)C(OC(=O)C(F)(F)F)=O. (5) Given the product [F:1][C:2]1[CH:3]=[CH:4][C:5]([C@@:8]([CH3:26])([CH2:21][CH2:22][CH:23]([CH3:25])[CH3:24])[C:9]([OH:10])=[O:28])=[CH:6][CH:7]=1, predict the reactants needed to synthesize it. The reactants are: [F:1][C:2]1[CH:7]=[CH:6][C:5]([C@@:8]([CH3:26])([CH2:21][CH2:22][CH:23]([CH3:25])[CH3:24])[C:9](N[C@H](C2C=CC=CC=2)CO)=[O:10])=[CH:4][CH:3]=1.S(=O)(=O)(O)[OH:28].